From a dataset of Reaction yield outcomes from USPTO patents with 853,638 reactions. Predict the reaction yield, written as a fraction of the theoretical maximum amount of product (1.0 means a 100% yield; for example, 0.34 means a 34% yield). (1) The reactants are [CH:1]1([N:4]([C:12]2[N:17]3[N:18]=[CH:19][C:20]([CH:21]=[O:22])=[C:16]3[N:15]=[C:14]([C:23]3[CH:27]=[C:26]([CH2:28][OH:29])[S:25][CH:24]=3)[CH:13]=2)C(=O)OC(C)(C)C)[CH2:3][CH2:2]1.[F:30][C:31]([F:36])([F:35])[C:32]([OH:34])=[O:33]. The catalyst is ClCCl. The product is [F:30][C:31]([F:36])([F:35])[C:32]([OH:34])=[O:33].[CH:1]1([NH:4][C:12]2[N:17]3[N:18]=[CH:19][C:20]([CH:21]=[O:22])=[C:16]3[N:15]=[C:14]([C:23]3[CH:27]=[C:26]([CH2:28][OH:29])[S:25][CH:24]=3)[CH:13]=2)[CH2:3][CH2:2]1. The yield is 0.230. (2) The reactants are [CH:1]1([N:7]2[C:12]([OH:13])=[C:11]([C:14]([NH:16][CH2:17][C:18]([O:20]CC)=[O:19])=[O:15])[C:10](=[O:23])[NH:9][C:8]2=[O:24])[CH2:6][CH2:5][CH2:4][CH2:3][CH2:2]1.C(=O)([O-])[O-].[K+].[K+].[Cl:31][C:32]1[CH:39]=[CH:38][CH:37]=[CH:36][C:33]=1[CH2:34]Br.Cl. The catalyst is CN(C)C=O. The product is [Cl:31][C:32]1[CH:39]=[CH:38][CH:37]=[CH:36][C:33]=1[CH2:34][N:9]1[C:10](=[O:23])[C:11]([C:14]([NH:16][CH2:17][C:18]([OH:20])=[O:19])=[O:15])=[C:12]([OH:13])[N:7]([CH:1]2[CH2:2][CH2:3][CH2:4][CH2:5][CH2:6]2)[C:8]1=[O:24]. The yield is 0.440.